Dataset: Forward reaction prediction with 1.9M reactions from USPTO patents (1976-2016). Task: Predict the product of the given reaction. (1) Given the reactants [F:1][C:2]1[C:3]([I:20])=[C:4]([NH:12]C(=O)OC(C)(C)C)[CH:5]=[CH:6][C:7]=1[C:8]([F:11])([F:10])[F:9].Cl, predict the reaction product. The product is: [F:1][C:2]1[C:3]([I:20])=[C:4]([CH:5]=[CH:6][C:7]=1[C:8]([F:9])([F:10])[F:11])[NH2:12]. (2) Given the reactants F[C:2]1[CH:3]=[CH:4][C:5]([N+:22]([O-:24])=[O:23])=[C:6]([CH2:8][S:9]([C:12]2[C:21]3[C:16](=[CH:17][CH:18]=[CH:19][CH:20]=3)[CH:15]=[CH:14][CH:13]=2)(=[O:11])=[O:10])[CH:7]=1.[CH2:25]([OH:28])[CH2:26][OH:27].C1COCC1, predict the reaction product. The product is: [C:12]1([S:9]([CH2:8][C:6]2[CH:7]=[C:2]([CH:3]=[CH:4][C:5]=2[N+:22]([O-:24])=[O:23])[O:27][CH2:26][CH2:25][OH:28])(=[O:11])=[O:10])[C:21]2[C:16](=[CH:17][CH:18]=[CH:19][CH:20]=2)[CH:15]=[CH:14][CH:13]=1. (3) Given the reactants I[C:2]1[CH:3]=[C:4]([C:22]([O:24]C)=O)[C:5]([O:8][C:9]2[CH:14]=[CH:13][C:12]([O:15][C:16]3[CH:21]=[CH:20][CH:19]=[CH:18][CH:17]=3)=[CH:11][CH:10]=2)=[N:6][CH:7]=1.[NH2:26][CH:27]1[CH2:32][CH2:31][N:30]([C:33](OC(C)(C)C)=O)[CH2:29][CH2:28]1.[NH3:40].[N:41]#CBr, predict the reaction product. The product is: [C:33]([N:30]1[CH2:31][CH2:32][CH:27]([NH:26][C:2]2[CH:3]=[C:4]([C:22]([NH2:41])=[O:24])[C:5]([O:8][C:9]3[CH:10]=[CH:11][C:12]([O:15][C:16]4[CH:17]=[CH:18][CH:19]=[CH:20][CH:21]=4)=[CH:13][CH:14]=3)=[N:6][CH:7]=2)[CH2:28][CH2:29]1)#[N:40]. (4) Given the reactants [Cl:1][C:2]1[CH:3]=[CH:4][C:5]([OH:8])=[N:6][CH:7]=1.Br[C:10]1[CH:15]=[CH:14][C:13]([CH3:16])=[CH:12][N:11]=1.C([O-])([O-])=O.[K+].[K+], predict the reaction product. The product is: [Cl:1][C:2]1[CH:3]=[CH:4][C:5](=[O:8])[N:6]([C:10]2[CH:15]=[CH:14][C:13]([CH3:16])=[CH:12][N:11]=2)[CH:7]=1. (5) Given the reactants [O:1]=[C:2]([C:9]1[C:10]([C:15]([F:18])([F:17])[F:16])=[N:11][CH:12]=[CH:13][CH:14]=1)[CH2:3][C:4]([O:6][CH2:7][CH3:8])=[O:5].Br[CH2:20][C:21]([C:23]1[CH:28]=[C:27]([N+:29]([O-:31])=[O:30])[C:26]([O:32][CH3:33])=[C:25]([O:34][CH3:35])[CH:24]=1)=O.Cl, predict the reaction product. The product is: [CH3:35][O:34][C:25]1[CH:24]=[C:23]([C:21]2[C:3]([C:4]([O:6][CH2:7][CH3:8])=[O:5])=[C:2]([C:9]3[C:10]([C:15]([F:18])([F:16])[F:17])=[N:11][CH:12]=[CH:13][CH:14]=3)[O:1][CH:20]=2)[CH:28]=[C:27]([N+:29]([O-:31])=[O:30])[C:26]=1[O:32][CH3:33]. (6) Given the reactants Br[CH2:2][C:3]1[N:7]([CH3:8])[N:6]([C:9]2[CH:14]=[CH:13][C:12]([O:15][CH3:16])=[CH:11][CH:10]=2)[C:5](=[O:17])[C:4]=1[Cl:18].[Cl:19][C:20]1[CH:21]=[N:22][CH:23]=[C:24]([Cl:32])[C:25]=1[N:26]1[CH2:31][CH2:30][NH:29][CH2:28][CH2:27]1, predict the reaction product. The product is: [Cl:18][C:4]1[C:5](=[O:17])[N:6]([C:9]2[CH:14]=[CH:13][C:12]([O:15][CH3:16])=[CH:11][CH:10]=2)[N:7]([CH3:8])[C:3]=1[CH2:2][N:29]1[CH2:30][CH2:31][N:26]([C:25]2[C:24]([Cl:32])=[CH:23][N:22]=[CH:21][C:20]=2[Cl:19])[CH2:27][CH2:28]1.